From a dataset of Full USPTO retrosynthesis dataset with 1.9M reactions from patents (1976-2016). Predict the reactants needed to synthesize the given product. (1) Given the product [ClH:11].[Cl:11][CH2:12][C:13]1[N:9]=[C:8]([CH2:7][N:1]2[CH2:6][CH2:5][O:4][CH2:3][CH2:2]2)[S:10][CH:15]=1, predict the reactants needed to synthesize it. The reactants are: [N:1]1([CH2:7][C:8](=[S:10])[NH2:9])[CH2:6][CH2:5][O:4][CH2:3][CH2:2]1.[Cl:11][CH2:12][C:13]([CH2:15]Cl)=O.C(=O)(O)[O-].[Na+].S(Cl)(Cl)=O. (2) Given the product [CH2:32]([C:5]1([CH2:1][CH2:2][CH2:3][CH3:4])[C:14]2[C:9](=[CH:10][C:11]([F:15])=[CH:12][CH:13]=2)[C:8]([OH:16])=[C:7]([C:17]2[NH:22][C:21]3[CH:23]=[CH:24][C:25]([CH:27]=[O:37])=[CH:26][C:20]=3[S:19](=[O:30])(=[O:29])[N:18]=2)[C:6]1=[O:31])[CH2:33][CH2:34][CH3:35], predict the reactants needed to synthesize it. The reactants are: [CH2:1]([C:5]1([CH2:32][CH2:33][CH2:34][CH3:35])[C:14]2[C:9](=[CH:10][C:11]([F:15])=[CH:12][CH:13]=2)[C:8]([OH:16])=[C:7]([C:17]2[NH:22][C:21]3[CH:23]=[CH:24][C:25]([CH:27]=C)=[CH:26][C:20]=3[S:19](=[O:30])(=[O:29])[N:18]=2)[C:6]1=[O:31])[CH2:2][CH2:3][CH3:4].I([O-])(=O)(=O)=[O:37].[Na+].